Dataset: Catalyst prediction with 721,799 reactions and 888 catalyst types from USPTO. Task: Predict which catalyst facilitates the given reaction. (1) Reactant: I[Si](C)(C)C.[F:6][C:7]1[C:8]([C:15]2[CH:20]=[CH:19][N:18]=[C:17]([NH:21][CH:22]3[CH2:27][CH2:26][O:25][CH2:24][CH2:23]3)[N:16]=2)=[CH:9][C:10]([O:13]C)=[N:11][CH:12]=1.CO.C([O-])(O)=O.[Na+]. Product: [F:6][C:7]1[C:8]([C:15]2[CH:20]=[CH:19][N:18]=[C:17]([NH:21][CH:22]3[CH2:27][CH2:26][O:25][CH2:24][CH2:23]3)[N:16]=2)=[CH:9][C:10](=[O:13])[NH:11][CH:12]=1. The catalyst class is: 10. (2) Reactant: [CH3:1][O:2][C:3](=[O:16])[C:4]([C:12]([O:14][CH3:15])=[O:13])=[C:5]([C:7]([O:9][CH2:10][CH3:11])=[O:8])[CH3:6].CO[CH:19](OC)[N:20]([CH3:22])[CH3:21].CN(C=O)C. Product: [CH3:15][O:14][C:12](=[O:13])[C:4]([C:3]([O:2][CH3:1])=[O:16])=[C:5]([C:7]([O:9][CH2:10][CH3:11])=[O:8])[CH:6]=[CH:19][N:20]([CH3:22])[CH3:21]. The catalyst class is: 48. (3) Reactant: [C:1]([N:5]([C:22](=[O:31])[C:23]1[CH:28]=[C:27]([CH3:29])[CH:26]=[C:25]([CH3:30])[CH:24]=1)[NH:6][C:7]([C:9]1[CH:20]=[CH:19][C:12]2[O:13][CH2:14][CH:15]([CH:17]=O)[O:16][C:11]=2[C:10]=1[CH3:21])=[O:8])([CH3:4])([CH3:3])[CH3:2].C(N(CC)CC)C.Cl.[NH2:40][OH:41]. Product: [C:1]([N:5]([C:22](=[O:31])[C:23]1[CH:28]=[C:27]([CH3:29])[CH:26]=[C:25]([CH3:30])[CH:24]=1)[NH:6][C:7]([C:9]1[CH:20]=[CH:19][C:12]2[O:13][CH2:14][CH:15]([CH:17]=[N:40][OH:41])[O:16][C:11]=2[C:10]=1[CH3:21])=[O:8])([CH3:4])([CH3:3])[CH3:2]. The catalyst class is: 5. (4) Reactant: C[O:2][C:3](=[O:32])[C@H:4]([C:10]1[C:11]([CH3:31])=[CH:12][C:13]2[N:14]([CH:27]=[C:28]([NH2:30])[N:29]=2)[C:15]=1[N:16]1[CH2:21][CH2:20][C:19]([O:23][CH2:24][CH:25]=[CH2:26])([CH3:22])[CH2:18][CH2:17]1)[O:5][C:6]([CH3:9])([CH3:8])[CH3:7].[F:33][C:34]1[CH:39]=[CH:38][C:37]([S:40](Cl)(=[O:42])=[O:41])=[CH:36][CH:35]=1.O.CO. Product: [CH2:24]([O:23][C:19]1([CH3:22])[CH2:18][CH2:17][N:16]([C:15]2[N:14]3[CH:27]=[C:28]([NH:30][S:40]([C:37]4[CH:38]=[CH:39][C:34]([F:33])=[CH:35][CH:36]=4)(=[O:42])=[O:41])[N:29]=[C:13]3[CH:12]=[C:11]([CH3:31])[C:10]=2[C@H:4]([O:5][C:6]([CH3:8])([CH3:9])[CH3:7])[C:3]([OH:2])=[O:32])[CH2:21][CH2:20]1)[CH:25]=[CH2:26]. The catalyst class is: 1. (5) Reactant: Cl[C:2]1[N:7]=[CH:6][N:5]=[C:4]([O:8][C:9]2[CH:14]=[CH:13][CH:12]=[CH:11][C:10]=2/[C:15](=[CH:20]\[O:21][CH3:22])/[C:16]([O:18][CH3:19])=[O:17])[CH:3]=1.[OH:23][C:24]1[CH:31]=[CH:30][CH:29]=[CH:28][C:25]=1[C:26]#[N:27].C(=O)([O-])[O-].[K+].[K+].CN1CCCCC1. Product: [CH3:22][O:21]/[CH:20]=[C:15](/[C:16]([O:18][CH3:19])=[O:17])\[C:10]1[C:9]([O:8][C:4]2[CH:3]=[C:2]([O:23][C:24]3[C:25]([C:26]#[N:27])=[CH:28][CH:29]=[CH:30][CH:31]=3)[N:7]=[CH:6][N:5]=2)=[CH:14][CH:13]=[CH:12][CH:11]=1. The catalyst class is: 84. (6) The catalyst class is: 7. Product: [O:1]1[C:5]2[C:6]([CH2:16][OH:15])=[CH:7][CH:8]=[CH:9][C:4]=2[CH2:3][CH2:2]1. Reactant: [O:1]1[C:5]2[CH:6]=[CH:7][CH:8]=[CH:9][C:4]=2[CH2:3][CH:2]1C(O)=O.B.B.[O:15]1CCC[CH2:16]1.CO. (7) Reactant: [NH2:1][C:2]([C:4]1[CH:5]=[N:6][C:7]2[C:12]([C:13]=1[NH:14][C:15]1[C:16]([CH2:30][CH3:31])=[C:17]([CH:27]=[CH:28][CH:29]=1)[CH2:18][NH:19]C(=O)OC(C)(C)C)=[CH:11][C:10]([O:32][CH2:33][CH3:34])=[C:9]([O:35][CH2:36][CH3:37])[CH:8]=2)=[O:3].C(O)(C(F)(F)F)=O. Product: [NH2:19][CH2:18][C:17]1[C:16]([CH2:30][CH3:31])=[C:15]([NH:14][C:13]2[C:12]3[C:7](=[CH:8][C:9]([O:35][CH2:36][CH3:37])=[C:10]([O:32][CH2:33][CH3:34])[CH:11]=3)[N:6]=[CH:5][C:4]=2[C:2]([NH2:1])=[O:3])[CH:29]=[CH:28][CH:27]=1. The catalyst class is: 2. (8) Reactant: [CH3:1][C:2]([NH2:6])([C:4]#[CH:5])[CH3:3].[NH2:7][C:8]1[C:16]([F:17])=[CH:15][CH:14]=[CH:13][C:9]=1[C:10](O)=[O:11].CCN=C=NCCCN(C)C.CCN(C(C)C)C(C)C.C1C=CC2N(O)N=NC=2C=1. Product: [NH2:7][C:8]1[C:16]([F:17])=[CH:15][CH:14]=[CH:13][C:9]=1[C:10]([NH:6][C:2]([CH3:3])([C:4]#[CH:5])[CH3:1])=[O:11]. The catalyst class is: 2. (9) Reactant: [Cl:1][C:2]1[CH:3]=[C:4]([C:8]2[O:12][N:11]=[C:10]([CH2:13][NH:14][CH:15]3[CH2:17][CH2:16]3)[CH:9]=2)[CH:5]=[CH:6][CH:7]=1.[CH3:18][N:19]=[C:20]=[S:21]. Product: [Cl:1][C:2]1[CH:3]=[C:4]([C:8]2[O:12][N:11]=[C:10]([CH2:13][N:14]([CH:15]3[CH2:16][CH2:17]3)[C:20]([NH:19][CH3:18])=[S:21])[CH:9]=2)[CH:5]=[CH:6][CH:7]=1. The catalyst class is: 2.